This data is from Reaction yield outcomes from USPTO patents with 853,638 reactions. The task is: Predict the reaction yield, written as a fraction of the theoretical maximum amount of product (1.0 means a 100% yield; for example, 0.34 means a 34% yield). The reactants are [N:1]([C:4]1[CH:9]=[CH:8][C:7]([C:10]([F:13])([F:12])[F:11])=[CH:6][C:5]=1[Cl:14])=[N+:2]=[N-:3].[CH3:15][O:16][C:17]1[CH:22]=[CH:21][C:20]([CH2:23][C:24]#[N:25])=[CH:19][CH:18]=1.C[O-].[Na+]. The catalyst is C(O)C.C(OCC)(=O)C. The product is [Cl:14][C:5]1[CH:6]=[C:7]([C:10]([F:12])([F:13])[F:11])[CH:8]=[CH:9][C:4]=1[N:1]1[C:24]([NH2:25])=[C:23]([C:20]2[CH:21]=[CH:22][C:17]([O:16][CH3:15])=[CH:18][CH:19]=2)[N:3]=[N:2]1. The yield is 0.300.